This data is from Full USPTO retrosynthesis dataset with 1.9M reactions from patents (1976-2016). The task is: Predict the reactants needed to synthesize the given product. (1) Given the product [CH2:4]([N:3]([CH2:2][CH3:1])[CH2:6][CH2:7][NH:8][C:9]1[C:10]2=[C:11]3[C:12]([N:15]=[CH:16][N:17]3[C:18]3[C:19]([C:20]2=[O:21])=[CH:22][C:23]([O:26][C:42](=[O:48])[CH2:43][CH2:44][CH2:45][CH2:46][CH3:47])=[CH:24][CH:25]=3)=[CH:13][CH:14]=1)[CH3:5], predict the reactants needed to synthesize it. The reactants are: [CH3:1][CH2:2][N:3]([CH2:6][CH2:7][NH:8][C:9]1[CH:14]=[CH:13][C:12]2[N:15]=[CH:16][N:17]3[C:18]4[CH:25]=[CH:24][C:23]([OH:26])=[CH:22][C:19]=4[C:20](=[O:21])[C:10]=1[C:11]=23)[CH2:4][CH3:5].O.Cl.Cl.Cl.CN(C)CCCN=C=NCC.[C:42](O)(=[O:48])[CH2:43][CH2:44][CH2:45][CH2:46][CH3:47].C(N(CC)CC)C. (2) Given the product [ClH:32].[Cl:32][C:21]1[N:22]=[C:23]([N:26]2[CH2:27][CH2:28][O:29][CH2:30][CH2:31]2)[C:24]2[S:25][C:17]([CH2:16][N:14]([CH3:15])[CH2:13][CH:9]3[CH2:10][CH2:11][CH2:12][NH:8]3)=[CH:18][C:19]=2[N:20]=1, predict the reactants needed to synthesize it. The reactants are: C(OC([N:8]1[CH2:12][CH2:11][CH2:10][CH:9]1[CH2:13][N:14]([CH2:16][C:17]1[S:25][C:24]2[C:23]([N:26]3[CH2:31][CH2:30][O:29][CH2:28][CH2:27]3)=[N:22][C:21]([Cl:32])=[N:20][C:19]=2[CH:18]=1)[CH3:15])=O)(C)(C)C.Cl. (3) Given the product [CH3:21][C:4]([C:17]1[CH:18]=[CH:19][C:14]([N+:11]([O-:13])=[O:12])=[CH:15][CH:16]=1)([CH3:10])[C:5]([O:7][CH2:8][CH3:9])=[O:6], predict the reactants needed to synthesize it. The reactants are: [H-].[Na+].Cl[CH:4]([CH3:10])[C:5]([O:7][CH2:8][CH3:9])=[O:6].[N+:11]([C:14]1[CH:19]=[CH:18][CH:17]=[CH:16][CH:15]=1)([O-:13])=[O:12].I[CH3:21].Cl. (4) The reactants are: C([Li])CCC.Br[C:7]1[C:8]([C:21]2[CH:26]=[CH:25][CH:24]=[CH:23][CH:22]=2)=[N:9][N:10]2[C:15]([Si:16]([CH3:19])([CH3:18])[CH3:17])=[C:14]([Cl:20])[CH:13]=[CH:12][C:11]=12.[CH:27]([C:29]1[N:34]=[C:33]([C:35]([O:37][CH3:38])=[O:36])[CH:32]=[CH:31][CH:30]=1)=[O:28].[Cl-].[NH4+]. Given the product [Cl:20][C:14]1[CH:13]=[CH:12][C:11]2[N:10]([N:9]=[C:8]([C:21]3[CH:26]=[CH:25][CH:24]=[CH:23][CH:22]=3)[C:7]=2[CH:27]([OH:28])[C:29]2[N:34]=[C:33]([C:35]([O:37][CH3:38])=[O:36])[CH:32]=[CH:31][CH:30]=2)[C:15]=1[Si:16]([CH3:19])([CH3:18])[CH3:17], predict the reactants needed to synthesize it. (5) Given the product [Cl:9][C:4]1[CH:5]=[C:6]([Cl:8])[N:7]=[C:2]([N:21]2[CH2:22][CH2:23][O:24][CH2:25][C@@H:20]2[CH3:19])[N:3]=1, predict the reactants needed to synthesize it. The reactants are: Cl[C:2]1[N:7]=[C:6]([Cl:8])[CH:5]=[C:4]([Cl:9])[N:3]=1.CCN(C(C)C)C(C)C.[CH3:19][C@H:20]1[CH2:25][O:24][CH2:23][CH2:22][NH:21]1.